This data is from Forward reaction prediction with 1.9M reactions from USPTO patents (1976-2016). The task is: Predict the product of the given reaction. (1) Given the reactants C(Cl)Cl.[CH3:4][O:5][C:6]([CH2:8][C@@H:9]([CH2:14][CH:15]([CH3:17])[CH3:16])[CH2:10][C:11](O)=[O:12])=[O:7].ClC(OCC)=O.C([N:26](CC)CC)C, predict the reaction product. The product is: [C:11]([CH2:10][C@@H:9]([CH2:14][CH:15]([CH3:17])[CH3:16])[CH2:8][C:6]([O:5][CH3:4])=[O:7])(=[O:12])[NH2:26]. (2) Given the reactants C([NH:8][C:9]1[CH:10]=[C:11]([C@@H:16]2[CH2:18][C@H:17]2[C:19]([O:21][CH2:22][CH3:23])=[O:20])[CH:12]=[CH:13][C:14]=1[F:15])C1C=CC=CC=1.[H][H], predict the reaction product. The product is: [NH2:8][C:9]1[CH:10]=[C:11]([C@@H:16]2[CH2:18][C@H:17]2[C:19]([O:21][CH2:22][CH3:23])=[O:20])[CH:12]=[CH:13][C:14]=1[F:15]. (3) Given the reactants [OH-].[Li+].[CH3:3][CH:4]([CH3:46])[CH2:5][CH2:6][N:7]([CH2:41][CH2:42][CH:43]([CH3:45])[CH3:44])[C:8]([C:10]1[CH:11]=[CH:12][C:13]2[N:17]=[C:16]([NH:18][C:19]3[CH:28]=[CH:27][C:22]([C:23]([O:25]C)=[O:24])=[CH:21][CH:20]=3)[N:15]([CH2:29][CH2:30][CH2:31][NH:32][C:33]([O:35][C:36]([CH3:39])([CH3:38])[CH3:37])=[O:34])[C:14]=2[CH:40]=1)=[O:9], predict the reaction product. The product is: [CH3:44][CH:43]([CH3:45])[CH2:42][CH2:41][N:7]([CH2:6][CH2:5][CH:4]([CH3:46])[CH3:3])[C:8]([C:10]1[CH:11]=[CH:12][C:13]2[N:17]=[C:16]([NH:18][C:19]3[CH:28]=[CH:27][C:22]([C:23]([OH:25])=[O:24])=[CH:21][CH:20]=3)[N:15]([CH2:29][CH2:30][CH2:31][NH:32][C:33]([O:35][C:36]([CH3:39])([CH3:37])[CH3:38])=[O:34])[C:14]=2[CH:40]=1)=[O:9].